Task: Predict the reactants needed to synthesize the given product.. Dataset: Full USPTO retrosynthesis dataset with 1.9M reactions from patents (1976-2016) (1) Given the product [Cl:1][C:2]1[N:10]=[C:9]2[C:5]([N:6]=[CH:7][N:8]2[CH3:14])=[C:4]([Cl:11])[N:3]=1, predict the reactants needed to synthesize it. The reactants are: [Cl:1][C:2]1[N:10]=[C:9]2[C:5]([NH:6][CH:7]=[N:8]2)=[C:4]([Cl:11])[N:3]=1.[H-].[Na+].[CH3:14]I. (2) Given the product [C:12]([O:11][C:9]([NH:26][C@@H:27]([CH2:32][C:33]1[CH:38]=[CH:37][CH:36]=[CH:35][CH:34]=1)[C:28](=[O:31])[CH2:29][Cl:30])=[O:10])([CH3:13])([CH3:14])[CH3:15], predict the reactants needed to synthesize it. The reactants are: [C:9](O[C:9]([O:11][C:12]([CH3:15])([CH3:14])[CH3:13])=[O:10])([O:11][C:12]([CH3:15])([CH3:14])[CH3:13])=[O:10].C(N(C(C)C)CC)(C)C.Cl.[NH2:26][C@@H:27]([CH2:32][C:33]1[CH:38]=[CH:37][CH:36]=[CH:35][CH:34]=1)[C:28](=[O:31])[CH2:29][Cl:30]. (3) Given the product [CH2:29]([N:8]([CH2:1][C:2]1[CH:7]=[CH:6][CH:5]=[CH:4][CH:3]=1)[C:9]1[C:10]([F:28])=[C:11]([C:16]2[C:20]([C:21]3[CH:26]=[CH:25][N:24]=[C:23]([NH:37][CH3:36])[CH:22]=3)=[CH:19][NH:18][N:17]=2)[C:12]([F:15])=[CH:13][CH:14]=1)[C:30]1[CH:31]=[CH:32][CH:33]=[CH:34][CH:35]=1, predict the reactants needed to synthesize it. The reactants are: [CH2:1]([N:8]([CH2:29][C:30]1[CH:35]=[CH:34][CH:33]=[CH:32][CH:31]=1)[C:9]1[CH:14]=[CH:13][C:12]([F:15])=[C:11]([C:16]2[C:20]([C:21]3[CH:26]=[CH:25][N:24]=[C:23](F)[CH:22]=3)=[CH:19][NH:18][N:17]=2)[C:10]=1[F:28])[C:2]1[CH:7]=[CH:6][CH:5]=[CH:4][CH:3]=1.[CH3:36][NH2:37].